From a dataset of HIV replication inhibition screening data with 41,000+ compounds from the AIDS Antiviral Screen. Binary Classification. Given a drug SMILES string, predict its activity (active/inactive) in a high-throughput screening assay against a specified biological target. The compound is Cc1cccc(C)c1NC(=O)C1C(=O)N(c2c(C)cccc2C)C(=O)C1=NN. The result is 0 (inactive).